This data is from Reaction yield outcomes from USPTO patents with 853,638 reactions. The task is: Predict the reaction yield, written as a fraction of the theoretical maximum amount of product (1.0 means a 100% yield; for example, 0.34 means a 34% yield). (1) The reactants are [CH2:1]([O:3][C:4]([C:6]1[C:7]([OH:16])=[CH:8][C:9](=[O:15])[N:10]2[C:14]=1[CH2:13][CH2:12][CH2:11]2)=[O:5])[CH3:2].C(N(CC)CC)C.[S:24](O[S:24]([C:27]([F:30])([F:29])[F:28])(=[O:26])=[O:25])([C:27]([F:30])([F:29])[F:28])(=[O:26])=[O:25].CCOC(C)=O. The catalyst is ClCCl. The product is [CH2:1]([O:3][C:4]([C:6]1[C:7]([O:16][S:24]([C:27]([F:30])([F:29])[F:28])(=[O:26])=[O:25])=[CH:8][C:9](=[O:15])[N:10]2[C:14]=1[CH2:13][CH2:12][CH2:11]2)=[O:5])[CH3:2]. The yield is 0.480. (2) The reactants are [CH:1]1([S:4][C:5]2[CH:10]=[CH:9][C:8]([N+:11]([O-])=O)=[CH:7][C:6]=2[C@H:14]2[CH:18]=[CH:17][CH2:16][N:15]2[C:19]([O:21][C:22]([CH3:25])([CH3:24])[CH3:23])=[O:20])[CH2:3][CH2:2]1. The catalyst is CO.[Pd]. The product is [NH2:11][C:8]1[CH:9]=[CH:10][C:5]([S:4][CH:1]2[CH2:2][CH2:3]2)=[C:6]([C@H:14]2[CH2:18][CH2:17][CH2:16][N:15]2[C:19]([O:21][C:22]([CH3:25])([CH3:24])[CH3:23])=[O:20])[CH:7]=1. The yield is 0.970. (3) The reactants are [CH3:1][S:2]([NH:5][CH2:6][CH2:7][C:8]1[CH:13]=[CH:12][CH:11]=[CH:10][CH:9]=1)(=[O:4])=[O:3].S(=O)(=O)(O)O.II.[I:21](O)(=O)(=O)=O. The catalyst is C(O)(=O)C.O. The product is [I:21][C:11]1[CH:12]=[CH:13][C:8]([CH2:7][CH2:6][NH:5][S:2]([CH3:1])(=[O:4])=[O:3])=[CH:9][CH:10]=1. The yield is 0.602. (4) The catalyst is CC(O)=O. The reactants are [NH2:1][C:2]1[CH:3]=[C:4]([CH:9]=[CH:10][C:11]=1[SH:12])[NH:5][C:6](=[O:8])[CH3:7].[CH2:13](OC=C(C#N)C#N)C. The product is [C:6]([NH:5][C:4]1[CH:9]=[CH:10][C:11]2[S:12][CH:13]=[N:1][C:2]=2[CH:3]=1)(=[O:8])[CH3:7]. The yield is 0.170. (5) The reactants are [CH3:1][O:2][C:3](=[O:27])[C@@H:4]([NH:16]C(OCC1C=CC=CC=1)=O)[CH2:5][C:6]([F:15])([F:14])[CH2:7][C:8]1[CH:13]=[CH:12][CH:11]=[CH:10][CH:9]=1.O1CCOCC1.[ClH:34]. The catalyst is CO.[Pd]. The product is [ClH:34].[CH3:1][O:2][C:3](=[O:27])[C@@H:4]([NH2:16])[CH2:5][C:6]([F:15])([F:14])[CH2:7][C:8]1[CH:13]=[CH:12][CH:11]=[CH:10][CH:9]=1. The yield is 0.855. (6) The reactants are [C:1]([Mg]Br)#[CH:2].[CH3:5][C:6]1[CH:11]2[CH2:12][CH:8]([CH2:9][CH2:10]2)[C:7]=1[CH2:13][CH:14]=[O:15].Cl. The catalyst is C1COCC1. The product is [CH3:5][C:6]1[CH:11]2[CH2:12][CH:8]([CH2:9][CH2:10]2)[C:7]=1[CH2:13][CH:14]([OH:15])[C:1]#[CH:2]. The yield is 0.790. (7) The reactants are Br[CH2:2][C:3]([NH:5][C:6]1[S:7][C:8]([C:16]([CH:18]2[CH2:23][CH2:22][O:21][CH2:20][CH2:19]2)=[O:17])=[C:9]([C:11]2[O:12][CH:13]=[CH:14][CH:15]=2)[N:10]=1)=[O:4].O1CCCCC1[O:30][C@@H:31]1[CH2:39][N:34]2[CH2:35][CH2:36][NH:37][CH2:38][C@@H:33]2[CH2:32]1. The catalyst is C1COCC1. The product is [O:12]1[CH:13]=[CH:14][CH:15]=[C:11]1[C:9]1[N:10]=[C:6]([NH:5][C:3](=[O:4])[CH2:2][N:37]2[CH2:36][CH2:35][N:34]3[CH2:39][C@@H:31]([OH:30])[CH2:32][C@H:33]3[CH2:38]2)[S:7][C:8]=1[C:16]([CH:18]1[CH2:23][CH2:22][O:21][CH2:20][CH2:19]1)=[O:17]. The yield is 0.340.